From a dataset of Peptide-MHC class I binding affinity with 185,985 pairs from IEDB/IMGT. Regression. Given a peptide amino acid sequence and an MHC pseudo amino acid sequence, predict their binding affinity value. This is MHC class I binding data. (1) The peptide sequence is TIHDIILECV. The MHC is HLA-A02:01 with pseudo-sequence HLA-A02:01. The binding affinity (normalized) is 0.449. (2) The peptide sequence is RVKEKYQHL. The MHC is HLA-A29:02 with pseudo-sequence HLA-A29:02. The binding affinity (normalized) is 0.